From a dataset of Forward reaction prediction with 1.9M reactions from USPTO patents (1976-2016). Predict the product of the given reaction. (1) Given the reactants [B:10]1([B:10]2[O:14][C:13]([CH3:16])([CH3:15])[C:12]([CH3:18])([CH3:17])[O:11]2)[O:14][C:13]([CH3:16])([CH3:15])[C:12]([CH3:18])([CH3:17])[O:11]1.CC([O-])=O.[K+].Br[C:25]1[CH:30]=[CH:29][C:28]([CH3:31])=[C:27]([S:32]([CH3:35])(=[O:34])=[O:33])[CH:26]=1, predict the reaction product. The product is: [CH3:31][C:28]1[CH:29]=[CH:30][C:25]([B:10]2[O:11][C:12]([CH3:17])([CH3:18])[C:13]([CH3:15])([CH3:16])[O:14]2)=[CH:26][C:27]=1[S:32]([CH3:35])(=[O:34])=[O:33]. (2) Given the reactants [Br:1][C:2]1[CH:8]=[CH:7][CH:6]=[CH:5][C:3]=1[NH2:4].C(N(CC)CC)C.[C:16](Cl)(=[O:21])[C:17]([CH3:20])([CH3:19])[CH3:18], predict the reaction product. The product is: [Br:1][C:2]1[CH:8]=[CH:7][CH:6]=[CH:5][C:3]=1[NH:4][C:16](=[O:21])[C:17]([CH3:20])([CH3:19])[CH3:18]. (3) The product is: [CH2:28]([N:30]([CH2:31][C:32]1[N:33]=[C:34]([NH:37][C:4]([C:6]2[C:7]3[N:8]=[CH:9][CH:10]=[N:11][C:12]=3[C:13]([C:16]3[C:21]([F:22])=[C:20]([O:23][CH3:24])[CH:19]=[C:18]([O:25][CH3:26])[C:17]=3[F:27])=[CH:14][CH:15]=2)=[O:5])[NH:35][CH:36]=1)[CH2:40][CH3:41])[CH3:29]. Given the reactants C(O[C:4]([C:6]1[C:7]2[N:8]=[CH:9][CH:10]=[N:11][C:12]=2[C:13]([C:16]2[C:21]([F:22])=[C:20]([O:23][CH3:24])[CH:19]=[C:18]([O:25][CH3:26])[C:17]=2[F:27])=[CH:14][CH:15]=1)=[O:5])C.[CH2:28]([N:30]([CH2:40][CH3:41])[CH2:31][C:32]1[N:33]=[C:34]([N+:37]([O-])=O)[NH:35][CH:36]=1)[CH3:29].CO.C1COCC1.CO, predict the reaction product. (4) The product is: [C:1]([O:5][C:6]([N:8]1[CH2:17][CH2:16][N:15]2[C@H:10]([CH2:11][O:12][C:13]([C:19]3[CH:24]=[CH:23][C:22]([F:25])=[C:21]([C:26]#[N:27])[C:20]=3[CH3:28])=[CH:14]2)[CH2:9]1)=[O:7])([CH3:4])([CH3:3])[CH3:2]. Given the reactants [C:1]([O:5][C:6]([N:8]1[CH2:17][CH2:16][N:15]2[C@H:10]([CH2:11][O:12][C@@:13]([C:19]3[CH:24]=[CH:23][C:22]([F:25])=[C:21]([C:26]#[N:27])[C:20]=3[CH3:28])(O)[CH2:14]2)[CH2:9]1)=[O:7])([CH3:4])([CH3:3])[CH3:2].C(N(CC)CC)C, predict the reaction product. (5) Given the reactants [CH2:1]([NH:8][C:9]1[CH:10]=[C:11]([N:18]2[CH2:23][CH2:22][CH:21]([C:24](O)=[O:25])[CH2:20][CH2:19]2)[CH:12]=[CH:13][C:14]=1[N+:15]([O-:17])=[O:16])[C:2]1[CH:7]=[CH:6][CH:5]=[CH:4][CH:3]=1.[CH2:27]([NH2:34])[C:28]1[CH:33]=[CH:32][CH:31]=[CH:30][CH:29]=1.C(N(C(C)C)CC)(C)C.CN(C(ON1N=NC2C=CC=NC1=2)=[N+](C)C)C.F[P-](F)(F)(F)(F)F, predict the reaction product. The product is: [CH2:27]([NH:34][C:24]([CH:21]1[CH2:20][CH2:19][N:18]([C:11]2[CH:12]=[CH:13][C:14]([N+:15]([O-:17])=[O:16])=[C:9]([NH:8][CH2:1][C:2]3[CH:3]=[CH:4][CH:5]=[CH:6][CH:7]=3)[CH:10]=2)[CH2:23][CH2:22]1)=[O:25])[C:28]1[CH:33]=[CH:32][CH:31]=[CH:30][CH:29]=1. (6) Given the reactants C(OC(=O)[NH:7][C@@H:8]([CH2:18][C:19]1[CH:24]=[CH:23][C:22]([O:25][CH2:26][C:27]#[CH:28])=[CH:21][CH:20]=1)[C:9]([NH:11][S:12]([CH:15]1[CH2:17][CH2:16]1)(=[O:14])=[O:13])=[O:10])(C)(C)C.Cl, predict the reaction product. The product is: [NH2:7][C@@H:8]([CH2:18][C:19]1[CH:20]=[CH:21][C:22]([O:25][CH2:26][C:27]#[CH:28])=[CH:23][CH:24]=1)[C:9]([NH:11][S:12]([CH:15]1[CH2:17][CH2:16]1)(=[O:14])=[O:13])=[O:10].